Dataset: Full USPTO retrosynthesis dataset with 1.9M reactions from patents (1976-2016). Task: Predict the reactants needed to synthesize the given product. (1) Given the product [Cl:1][C:2]1[N:7]=[CH:6][N:5]=[C:4]([C:8]([NH:10][C:11]2[CH:16]=[CH:15][C:14]([S:17]([NH:22][CH2:23][C:24]([O:26][CH3:27])=[O:25])(=[O:19])=[O:18])=[CH:13][C:12]=2[CH3:21])=[O:9])[CH:3]=1, predict the reactants needed to synthesize it. The reactants are: [Cl:1][C:2]1[N:7]=[CH:6][N:5]=[C:4]([C:8]([NH:10][C:11]2[CH:16]=[CH:15][C:14]([S:17](Cl)(=[O:19])=[O:18])=[CH:13][C:12]=2[CH3:21])=[O:9])[CH:3]=1.[NH2:22][CH2:23][C:24]([O:26][CH3:27])=[O:25].C(NC(C)C)(C)C. (2) Given the product [CH:1]([NH:14][C@@H:15]([C:24]#[N:37])[C:16]1[CH:17]=[CH:18][C:19]([C:20]#[N:21])=[CH:22][CH:23]=1)([C:8]1[CH:13]=[CH:12][CH:11]=[CH:10][CH:9]=1)[C:2]1[CH:3]=[CH:4][CH:5]=[CH:6][CH:7]=1, predict the reactants needed to synthesize it. The reactants are: [CH:1](/[N:14]=[CH:15]/[C:16]1[CH:23]=[CH:22][C:19]([C:20]#[N:21])=[CH:18][CH:17]=1)([C:8]1[CH:13]=[CH:12][CH:11]=[CH:10][CH:9]=1)[C:2]1[CH:7]=[CH:6][CH:5]=[CH:4][CH:3]=1.[CH:24]([N:37](C)C(=O)[C@@H](NC(NC1C=C(C(F)(F)F)C=C(C(F)(F)F)C=1)=S)C(C)(C)C)(C1C=CC=CC=1)C1C=CC=CC=1. (3) Given the product [F:23][C:20]1[CH:21]=[CH:22][C:17]([O:16][C:13]2[CH:14]=[CH:15][C:10]([CH2:9][CH2:8][NH2:7])=[CH:11][CH:12]=2)=[CH:18][CH:19]=1, predict the reactants needed to synthesize it. The reactants are: C(OC(=O)[NH:7][CH2:8][CH2:9][C:10]1[CH:15]=[CH:14][C:13]([O:16][C:17]2[CH:22]=[CH:21][C:20]([F:23])=[CH:19][CH:18]=2)=[CH:12][CH:11]=1)(C)(C)C.C(O)(C(F)(F)F)=O. (4) Given the product [OH:36][C:14]12[C:25]3[C:30](=[CH:29][CH:28]=[CH:27][CH:26]=3)[C:31](=[O:32])[C:13]1([NH:12][C:47](=[O:54])[C:48]1[CH:53]=[CH:52][CH:51]=[N:50][CH:49]=1)[C:17]1[CH:18]=[CH:19][C:20]([CH:22]([CH3:24])[CH3:23])=[CH:21][C:16]=1[O:15]2, predict the reactants needed to synthesize it. The reactants are: CCN=C=NCCCN(C)C.[NH2:12][C:13]12[C:31](=[O:32])[C:30]3[C:25](=[CH:26][CH:27]=[CH:28][C:29]=3[N+]([O-])=O)[C:14]1([OH:36])[O:15][C:16]1[CH:21]=[C:20]([CH:22]([CH3:24])[CH3:23])[CH:19]=[CH:18][C:17]=12.C1C=CC2N(O)N=NC=2C=1.[C:47](O)(=[O:54])[C:48]1[CH:53]=[CH:52][CH:51]=[N:50][CH:49]=1. (5) Given the product [C:1]([O:5][C:6](=[O:19])[NH:7][C:8]1[CH:13]=[C:12]([N:14]([CH3:16])[CH3:15])[C:11]([Cl:17])=[CH:10][C:9]=1[NH:18][C:25](=[O:24])[CH2:26][C:27](=[O:47])[C:28]1[CH:33]=[CH:32][CH:31]=[C:30]([C:34]2[CH:38]=[C:37]([CH2:39][O:40][CH:41]3[CH2:46][CH2:45][CH2:44][CH2:43][O:42]3)[O:36][N:35]=2)[CH:29]=1)([CH3:4])([CH3:2])[CH3:3], predict the reactants needed to synthesize it. The reactants are: [C:1]([O:5][C:6](=[O:19])[NH:7][C:8]1[CH:13]=[C:12]([N:14]([CH3:16])[CH3:15])[C:11]([Cl:17])=[CH:10][C:9]=1[NH2:18])([CH3:4])([CH3:3])[CH3:2].C([O:24][C:25](=O)[CH2:26][C:27](=[O:47])[C:28]1[CH:33]=[CH:32][CH:31]=[C:30]([C:34]2[CH:38]=[C:37]([CH2:39][O:40][CH:41]3[CH2:46][CH2:45][CH2:44][CH2:43][O:42]3)[O:36][N:35]=2)[CH:29]=1)(C)(C)C. (6) The reactants are: [CH2:1]([O:3][C:4]([C:6]([CH3:21])([O:8][C:9]1[CH:14]=[CH:13][C:12]([CH2:15][CH2:16][CH2:17][C:18]([OH:20])=O)=[CH:11][CH:10]=1)[CH3:7])=[O:5])[CH3:2].C(Cl)(=O)C(Cl)=[O:24].CS(O)(=O)=O.[CH2:33]([N:36]([CH2:38][C:39]1[CH:44]=[CH:43][C:42]([Cl:45])=[C:41]([Cl:46])[CH:40]=1)[NH2:37])CC.[N:47]1C=C[CH:50]=[CH:49][CH:48]=1. Given the product [CH2:1]([O:3][C:4]([C:6]([CH3:7])([O:8][C:9]1[CH:10]=[CH:11][C:12]([CH2:15][CH2:16][CH2:17][C:18]([NH:37][N:36]([CH2:38][C:39]2[CH:44]=[CH:43][C:42]([Cl:45])=[C:41]([Cl:46])[CH:40]=2)[C:33]([NH:47][CH2:48][CH2:49][CH3:50])=[O:24])=[O:20])=[CH:13][CH:14]=1)[CH3:21])=[O:5])[CH3:2], predict the reactants needed to synthesize it. (7) The reactants are: [CH2:1]([N:5]1[C:17]2[C:16]3[CH:15]=[CH:14][CH:13]=[CH:12][C:11]=3[N:10]=[CH:9][C:8]=2[N:7]=[CH:6]1)[CH:2]([CH3:4])[CH3:3].C(OO)(=[O:20])C. Given the product [CH2:1]([N+:5]1([O-:20])[C:17]2[C:16]3[CH:15]=[CH:14][CH:13]=[CH:12][C:11]=3[N:10]=[CH:9][C:8]=2[N:7]=[CH:6]1)[CH:2]([CH3:4])[CH3:3], predict the reactants needed to synthesize it. (8) Given the product [Br:1][C:2]1[CH:3]=[N:4][C:5]([CH2:8][CH2:9][N:11]([CH3:12])[CH3:10])=[N:6][CH:7]=1, predict the reactants needed to synthesize it. The reactants are: [Br:1][C:2]1[CH:3]=[N:4][C:5]([CH:8]=[CH2:9])=[N:6][CH:7]=1.[CH3:10][NH:11][CH3:12]. (9) Given the product [Cl:22][C:23]1[CH:28]=[CH:27][C:26]([C:29]2[O:21][N:19]=[C:16]3[CH:15]=[CH:14][C:13]([C:12]4[N:8]([C:3]5[CH:4]=[CH:5][CH:6]=[CH:7][C:2]=5[F:1])[N:9]=[CH:10][CH:11]=4)=[CH:18][C:17]=23)=[CH:25][CH:24]=1, predict the reactants needed to synthesize it. The reactants are: [F:1][C:2]1[CH:7]=[CH:6][CH:5]=[CH:4][C:3]=1[N:8]1[C:12]([C:13]2[CH:18]=[CH:17][C:16]([N+:19]([O-:21])=O)=[CH:15][CH:14]=2)=[CH:11][CH:10]=[N:9]1.[Cl:22][C:23]1[CH:28]=[CH:27][C:26]([CH2:29]C#N)=[CH:25][CH:24]=1.